This data is from Reaction yield outcomes from USPTO patents with 853,638 reactions. The task is: Predict the reaction yield, written as a fraction of the theoretical maximum amount of product (1.0 means a 100% yield; for example, 0.34 means a 34% yield). (1) The reactants are [Cl:1][C:2]1[C:7](C)=[C:6]([CH2:9][NH:10][CH:11]2[CH2:13][CH2:12]2)[CH:5]=[CH:4][N:3]=1.[CH:14]1(N)[CH2:16][CH2:15]1.[BH4-].[Na+].[OH-:20].[Na+]. The catalyst is CO.O. The product is [Cl:1][C:2]1[CH:7]=[C:6]([CH:5]=[CH:4][N:3]=1)[C:9]([NH:10][C:11]1[CH:13]=[CH:12][CH:16]=[CH:14][CH:15]=1)=[O:20]. The yield is 0.790. (2) The reactants are [I:1]I.[NH2:3][C:4]1[CH:11]=[CH:10][C:7]([C:8]#[N:9])=[CH:6][CH:5]=1. The catalyst is C(O)C.S([O-])([O-])(=O)=O.[Ag+2]. The product is [NH2:3][C:4]1[CH:11]=[CH:10][C:7]([C:8]#[N:9])=[CH:6][C:5]=1[I:1]. The yield is 0.360. (3) The reactants are Br[C:2]1[C:3]([CH3:19])=[C:4]([NH:8][C:9](=[O:18])[CH2:10][C:11]2[C:16]([F:17])=[CH:15][CH:14]=[CH:13][N:12]=2)[CH:5]=[CH:6][CH:7]=1.[CH3:20][C:21]1([CH3:37])[C:25]([CH3:27])([CH3:26])[O:24][B:23]([B:23]2[O:24][C:25]([CH3:27])([CH3:26])[C:21]([CH3:37])([CH3:20])[O:22]2)[O:22]1.C([O-])(=O)C.[K+]. The catalyst is O1CCOCC1.CCOC(C)=O.C1C=CC(P(C2C=CC=CC=2)[C-]2C=CC=C2)=CC=1.C1C=CC(P(C2C=CC=CC=2)[C-]2C=CC=C2)=CC=1.Cl[Pd]Cl.[Fe+2].C(Cl)Cl. The product is [F:17][C:16]1[C:11]([CH2:10][C:9]([NH:8][C:4]2[CH:5]=[CH:6][CH:7]=[C:2]([B:23]3[O:24][C:25]([CH3:27])([CH3:26])[C:21]([CH3:37])([CH3:20])[O:22]3)[C:3]=2[CH3:19])=[O:18])=[N:12][CH:13]=[CH:14][CH:15]=1. The yield is 0.760. (4) The reactants are [Cl:1][C:2]1[CH:3]=[C:4]([CH:41]=[CH:42][CH:43]=1)[CH2:5][N:6]1[C:10]([CH3:11])=[C:9]([C:12]2[C:20]3[C:15](=[N:16][CH:17]=[C:18]([C:21]4[CH:26]=[CH:25][C:24]([N:27]5[CH2:32][CH2:31][N:30](C(OC(C)(C)C)=O)[CH2:29][CH2:28]5)=[CH:23][CH:22]=4)[CH:19]=3)[NH:14][CH:13]=2)[C:8]([CH3:40])=[N:7]1. The catalyst is CO.O1CCOCC1. The product is [ClH:1].[Cl:1][C:2]1[CH:3]=[C:4]([CH:41]=[CH:42][CH:43]=1)[CH2:5][N:6]1[C:10]([CH3:11])=[C:9]([C:12]2[C:20]3[C:15](=[N:16][CH:17]=[C:18]([C:21]4[CH:22]=[CH:23][C:24]([N:27]5[CH2:28][CH2:29][NH:30][CH2:31][CH2:32]5)=[CH:25][CH:26]=4)[CH:19]=3)[NH:14][CH:13]=2)[C:8]([CH3:40])=[N:7]1. The yield is 0.550. (5) The reactants are Cl[C:2]1[C:11]([C:12]([OH:14])=[O:13])=[CH:10][C:9]2[C:4](=[CH:5][CH:6]=[C:7]([Cl:15])[CH:8]=2)[N:3]=1.[NH2:16][C:17]1([C:26]([OH:28])=[O:27])[C:25]2[C:20](=[CH:21][CH:22]=[CH:23][CH:24]=2)[CH2:19][CH2:18]1. No catalyst specified. The product is [C:26]([C:17]1([NH:16][C:2]2[C:11]([C:12]([OH:14])=[O:13])=[CH:10][C:9]3[C:4](=[CH:5][CH:6]=[C:7]([Cl:15])[CH:8]=3)[N:3]=2)[C:25]2[C:20](=[CH:21][CH:22]=[CH:23][CH:24]=2)[CH2:19][CH2:18]1)([OH:28])=[O:27]. The yield is 0.0800. (6) The reactants are [Cl:1][C:2]1[CH:7]=[C:6](B(O)O)[CH:5]=[CH:4][N:3]=1.[CH3:11][C:12]([C:14]1[CH:19]=[CH:18][CH:17]=[C:16](Br)[CH:15]=1)=[O:13].C([O-])([O-])=O.[Na+].[Na+]. The catalyst is C1COCC1.C1C=CC(P(C2C=CC=CC=2)[C-]2C=CC=C2)=CC=1.C1C=CC(P(C2C=CC=CC=2)[C-]2C=CC=C2)=CC=1.Cl[Pd]Cl.[Fe+2]. The product is [Cl:1][C:2]1[CH:7]=[C:6]([C:16]2[CH:15]=[C:14]([C:12](=[O:13])[CH3:11])[CH:19]=[CH:18][CH:17]=2)[CH:5]=[CH:4][N:3]=1. The yield is 0.580.